Dataset: Reaction yield outcomes from USPTO patents with 853,638 reactions. Task: Predict the reaction yield, written as a fraction of the theoretical maximum amount of product (1.0 means a 100% yield; for example, 0.34 means a 34% yield). (1) The reactants are Cl.[Cl:2][C:3]1[CH:16]=[CH:15][C:6]([CH2:7][CH:8]([C:12](=O)[CH3:13])[C:9](=O)[CH3:10])=[CH:5][CH:4]=1.[NH2:17][C:18]1[C:22]([C:23]([O:25][CH2:26][CH3:27])=[O:24])=[CH:21][NH:20][N:19]=1. The catalyst is C(OCC)C.C(O)C. The product is [Cl:2][C:3]1[CH:16]=[CH:15][C:6]([CH2:7][C:8]2[C:12]([CH3:13])=[N:17][C:18]3[N:19]([N:20]=[CH:21][C:22]=3[C:23]([O:25][CH2:26][CH3:27])=[O:24])[C:9]=2[CH3:10])=[CH:5][CH:4]=1. The yield is 0.850. (2) The reactants are [S:1]1[CH:5]=[CH:4][CH:3]=[CH:2]1.[Li]CCCC.[CH3:11][CH:12]([CH3:15])[CH2:13]I.O. The catalyst is C1COCC1. The product is [CH2:11]([C:2]1[S:1][CH:5]=[CH:4][CH:3]=1)[CH:12]([CH3:15])[CH3:13]. The yield is 0.300. (3) The reactants are [CH3:1][O:2][C:3](=[O:14])[C:4]1[CH:9]=[CH:8][C:7](Cl)=[C:6]([N+:11]([O-])=O)[CH:5]=1.[C:15]1([NH:21][C:22](=O)[CH3:23])[CH:20]=[CH:19][CH:18]=[CH:17][CH:16]=1.C([O-])([O-])=O.[Cs+].[Cs+]. The catalyst is FC(F)(F)C([O-])=O.[Pd+2].FC(F)(F)C([O-])=O.C1C=CC(P(C2C(C3C(P(C4C=CC=CC=4)C4C=CC=CC=4)=CC=C4C=3C=CC=C4)=C3C(C=CC=C3)=CC=2)C2C=CC=CC=2)=CC=1. The product is [CH3:1][O:2][C:3]([C:4]1[CH:9]=[CH:8][C:7]2[N:21]([C:15]3[CH:20]=[CH:19][CH:18]=[CH:17][CH:16]=3)[C:22]([CH3:23])=[N:11][C:6]=2[CH:5]=1)=[O:14]. The yield is 0.780. (4) The reactants are C(Cl)(=O)C.[S:5]1[C:9]([C:10]23[CH2:17][N:16]([C:18]([O:20][C:21]([CH3:24])([CH3:23])[CH3:22])=[O:19])[CH2:15][CH:14]2[CH2:13][O:12][N:11]3CC2C=CC(OC)=CC=2)=[CH:8][CH:7]=[N:6]1.FC(F)(F)C(O)=O.O(C(OC(C)(C)C)=O)C(OC(C)(C)C)=O.CCCC(C)C.C(OCC)(=O)C. The catalyst is Cl.O1CCCC1.CC(OC)(C)C.C(Cl)Cl.C(O)(C)C. The product is [S:5]1[C:9]([C:10]23[CH2:17][N:16]([C:18]([O:20][C:21]([CH3:24])([CH3:23])[CH3:22])=[O:19])[CH2:15][CH:14]2[CH2:13][O:12][NH:11]3)=[CH:8][CH:7]=[N:6]1. The yield is 0.889.